This data is from Reaction yield outcomes from USPTO patents with 853,638 reactions. The task is: Predict the reaction yield, written as a fraction of the theoretical maximum amount of product (1.0 means a 100% yield; for example, 0.34 means a 34% yield). (1) The reactants are C([O:5][CH2:6][CH2:7][O:8][NH:9][C:10]([C:12]1[CH:13]=[N:14][N:15]2[CH:20]=[CH:19][C:18]([N:21]3[CH2:25][CH2:24][CH2:23][C@@H:22]3[C:26]3[C:27]([Cl:33])=[N:28][CH:29]=[C:30]([F:32])[CH:31]=3)=[N:17][C:16]=12)=[O:11])(C)(C)C.Cl. The catalyst is CO. The product is [Cl:33][C:27]1[C:26]([C@H:22]2[CH2:23][CH2:24][CH2:25][N:21]2[C:18]2[CH:19]=[CH:20][N:15]3[N:14]=[CH:13][C:12]([C:10]([NH:9][O:8][CH2:7][CH2:6][OH:5])=[O:11])=[C:16]3[N:17]=2)=[CH:31][C:30]([F:32])=[CH:29][N:28]=1. The yield is 1.00. (2) The reactants are [CH:1]([O:4][C:5]1[CH:6]=[C:7]2[O:11][C:10]([C:12]([CH3:14])=[CH2:13])=[CH:9][C:8]2=[C:15]([C:17]([NH:19][C:20]2[CH:25]=[CH:24][C:23]([CH3:26])=[CH:22][N:21]=2)=[O:18])[CH:16]=1)([CH3:3])[CH3:2]. The catalyst is CO.[Pd]. The product is [CH:1]([O:4][C:5]1[CH:6]=[C:7]2[O:11][C:10]([CH:12]([CH3:14])[CH3:13])=[CH:9][C:8]2=[C:15]([C:17]([NH:19][C:20]2[CH:25]=[CH:24][C:23]([CH3:26])=[CH:22][N:21]=2)=[O:18])[CH:16]=1)([CH3:2])[CH3:3]. The yield is 0.540. (3) The reactants are [Br:1][C:2]1[CH:3]=[C:4]2[C:14](=[CH:15][C:16]=1[F:17])[O:13][C:7]1=[N:8][CH:9]=[C:10]([Cl:12])[CH:11]=[C:6]1[C:5]2=O.[I-].C[S+](C)C.C[C:25](C)([O-:27])C.[K+].C[Si]([N:34]=[N+]=[N-])(C)C.[H-].[H-].[H-].[H-].[Li+].[Al+3].O.O.O.O.O.O.O.O.O.O.S([O-])([O-])(=O)=O.[Na+].[Na+]. The catalyst is CS(C)=O.CCOC(C)=O. The product is [NH2:34][C:5]1([CH2:25][OH:27])[C:6]2[C:7](=[N:8][CH:9]=[C:10]([Cl:12])[CH:11]=2)[O:13][C:14]2[C:4]1=[CH:3][C:2]([Br:1])=[C:16]([F:17])[CH:15]=2. The yield is 0.259. (4) The reactants are [C:1]([O:7][C:8]([CH3:11])([CH3:10])[CH3:9])(=[O:6])[CH2:2][C:3]([CH3:5])=O.[F:12][C:13]1[C:20]([F:21])=[CH:19][CH:18]=[CH:17][C:14]=1[CH:15]=O.[NH4+:22].[OH-:23]. The catalyst is CCO.C(Cl)Cl. The product is [F:12][C:13]1[C:20]([F:21])=[CH:19][CH:18]=[CH:17][C:14]=1[CH:15]1[C:2]([C:1]([O:7][C:8]([CH3:11])([CH3:10])[CH3:9])=[O:6])=[C:3]([CH3:5])[NH:22][C:3]([CH3:5])=[C:2]1[C:1]([O:7][C:8]([CH3:11])([CH3:10])[CH3:9])=[O:23]. The yield is 0.510. (5) The reactants are [F:1][C:2]1[CH:3]=[C:4]([NH:8][C:9](=[O:28])[CH2:10][N:11]2[CH:15]=[C:14]([NH:16][C:17]3[C:26]4[C:21](=[CH:22][C:23]([OH:27])=[CH:24][CH:25]=4)[N:20]=[CH:19][N:18]=3)[CH:13]=[N:12]2)[CH:5]=[CH:6][CH:7]=1.C(=O)([O-])[O-].[Cs+].[Cs+].CS(O[CH2:40][C@@H:41]1[CH2:45][CH2:44][CH2:43][N:42]1[C:46]([O:48][C:49]([CH3:52])([CH3:51])[CH3:50])=[O:47])(=O)=O.O. The catalyst is CC(N(C)C)=O. The product is [F:1][C:2]1[CH:3]=[C:4]([NH:8][C:9](=[O:28])[CH2:10][N:11]2[CH:15]=[C:14]([NH:16][C:17]3[C:26]4[C:21](=[CH:22][C:23]([O:27][CH2:40][C@@H:41]5[CH2:45][CH2:44][CH2:43][N:42]5[C:46]([O:48][C:49]([CH3:50])([CH3:52])[CH3:51])=[O:47])=[CH:24][CH:25]=4)[N:20]=[CH:19][N:18]=3)[CH:13]=[N:12]2)[CH:5]=[CH:6][CH:7]=1. The yield is 0.610.